From a dataset of Forward reaction prediction with 1.9M reactions from USPTO patents (1976-2016). Predict the product of the given reaction. (1) Given the reactants [Br:1][C:2]1[C:3]([CH3:11])=[C:4]([CH:8]=[CH:9][CH:10]=1)[C:5]([OH:7])=O.C(Cl)(=O)C(Cl)=O.[NH:18]1[CH2:22][CH2:21][CH2:20][CH2:19]1.CCN(CC)CC, predict the reaction product. The product is: [Br:1][C:2]1[C:3]([CH3:11])=[C:4]([C:5]([N:18]2[CH2:22][CH2:21][CH2:20][CH2:19]2)=[O:7])[CH:8]=[CH:9][CH:10]=1. (2) Given the reactants [NH2:1][C:2]1[N:7]=[CH:6][C:5]([O:8][C:9]2[CH:10]=[CH:11][C:12]([Cl:23])=[C:13]([NH:15][C:16](=[O:22])[O:17][C:18]([CH3:21])([CH3:20])[CH3:19])[CH:14]=2)=[CH:4][CH:3]=1.[N:24]([C:27]([O:29][CH2:30][CH3:31])=[O:28])=[C:25]=[S:26], predict the reaction product. The product is: [C:18]([O:17][C:16]([NH:15][C:13]1[CH:14]=[C:9]([CH:10]=[CH:11][C:12]=1[Cl:23])[O:8][C:5]1[CH:4]=[CH:3][C:2]([NH:1][C:25]([NH:24][C:27](=[O:28])[O:29][CH2:30][CH3:31])=[S:26])=[N:7][CH:6]=1)=[O:22])([CH3:19])([CH3:20])[CH3:21]. (3) Given the reactants [CH3:1][C:2]1[C:7]([OH:8])=[CH:6][CH:5]=[C:4]([I:9])[N:3]=1.[CH2:10](Br)[C:11]1[CH:16]=[CH:15][CH:14]=[CH:13][CH:12]=1.C(=O)([O-])[O-].[K+].[K+], predict the reaction product. The product is: [CH3:1][C:2]1[C:7]([O:8][CH2:10][C:11]2[CH:16]=[CH:15][CH:14]=[CH:13][CH:12]=2)=[CH:6][CH:5]=[C:4]([I:9])[N:3]=1. (4) Given the reactants [Br:1][C:2]1[N:7]=[CH:6][C:5]([OH:8])=[C:4]([CH3:9])[CH:3]=1.[N+](C1C=CC(S(O[CH2:23][C@H:24]2[CH2:26][C:25]2([F:28])[F:27])(=O)=O)=CC=1)([O-])=O.[H-].[Na+], predict the reaction product. The product is: [Br:1][C:2]1[CH:3]=[C:4]([CH3:9])[C:5]([O:8][CH2:23][C@H:24]2[CH2:26][C:25]2([F:28])[F:27])=[CH:6][N:7]=1.